This data is from Forward reaction prediction with 1.9M reactions from USPTO patents (1976-2016). The task is: Predict the product of the given reaction. (1) Given the reactants [CH2:1]([O:8][C:9]1[CH:14]=[C:13]([O:15][CH2:16][CH2:17][O:18][CH3:19])[CH:12]=[CH:11][C:10]=1[CH2:20][CH:21]=[O:22])[C:2]1[CH:7]=[CH:6][CH:5]=[CH:4][CH:3]=1.[BH4-].[Na+].Cl, predict the reaction product. The product is: [CH2:1]([O:8][C:9]1[CH:14]=[C:13]([O:15][CH2:16][CH2:17][O:18][CH3:19])[CH:12]=[CH:11][C:10]=1[CH2:20][CH2:21][OH:22])[C:2]1[CH:3]=[CH:4][CH:5]=[CH:6][CH:7]=1. (2) Given the reactants C1C2C(COC([NH:18][C@@H:19]([C:30]([NH:32][C@H:33]([C:46]([N:48]3[CH2:53][CH2:52][N:51]([C:54]4[CH:59]=[CH:58][N:57]=[CH:56][CH:55]=4)[CH2:50][CH2:49]3)=[O:47])[CH2:34][CH2:35][CH2:36][CH2:37][NH:38][C:39]([O:41][C:42]([CH3:45])([CH3:44])[CH3:43])=[O:40])=[O:31])[CH2:20][C:21]3[CH:26]=[C:25]([Br:27])[C:24]([OH:28])=[C:23]([Br:29])[CH:22]=3)=O)C3C(=CC=CC=3)C=2C=CC=1.C(NCC)C, predict the reaction product. The product is: [Br:27][C:25]1[CH:26]=[C:21]([CH:22]=[C:23]([Br:29])[C:24]=1[OH:28])[CH2:20][C@H:19]([C:30]([NH:32][C@H:33]([C:46]([N:48]1[CH2:49][CH2:50][N:51]([C:54]2[CH:59]=[CH:58][N:57]=[CH:56][CH:55]=2)[CH2:52][CH2:53]1)=[O:47])[CH2:34][CH2:35][CH2:36][CH2:37][NH:38][C:39]([O:41][C:42]([CH3:45])([CH3:43])[CH3:44])=[O:40])=[O:31])[NH2:18]. (3) Given the reactants [F:1][C:2]1[CH:3]=[C:4]2[C:8](=[CH:9][C:10]=1[F:11])[NH:7][C:6](=[O:12])/[C:5]/2=[C:13]1\[CH:14]=[C:15]([C:20]2[CH:27]=[CH:26][C:23]([CH:24]=O)=[CH:22][CH:21]=2)[C:16]([CH3:19])([CH3:18])[O:17]\1.[NH:28]1[CH2:37][CH2:36][CH:31]([C:32]([O:34][CH3:35])=[O:33])[CH2:30][CH2:29]1.C(O)(=O)C.C([BH3-])#N.[Na+].C1COCC1, predict the reaction product. The product is: [F:1][C:2]1[CH:3]=[C:4]2[C:8](=[CH:9][C:10]=1[F:11])[NH:7][C:6](=[O:12])/[C:5]/2=[C:13]1\[CH:14]=[C:15]([C:20]2[CH:27]=[CH:26][C:23]([CH2:24][N:28]3[CH2:37][CH2:36][CH:31]([C:32]([O:34][CH3:35])=[O:33])[CH2:30][CH2:29]3)=[CH:22][CH:21]=2)[C:16]([CH3:18])([CH3:19])[O:17]\1.